From a dataset of Forward reaction prediction with 1.9M reactions from USPTO patents (1976-2016). Predict the product of the given reaction. (1) Given the reactants C(O[CH:4]=[CH:5][CH:6]=[C:7]([C:13]([O:15][CH2:16][CH3:17])=[O:14])[C:8]([O:10][CH2:11][CH3:12])=[O:9])C.[NH2:18][C:19]1[CH:24]=[CH:23][CH:22]=[C:21]([CH3:25])[CH:20]=1, predict the reaction product. The product is: [CH3:25][C:21]1[CH:20]=[C:19]([NH:18][CH:4]=[CH:5][CH:6]=[C:7]([C:8]([O:10][CH2:11][CH3:12])=[O:9])[C:13]([O:15][CH2:16][CH3:17])=[O:14])[CH:24]=[CH:23][CH:22]=1. (2) The product is: [N:9]1([CH:1]([C:2]2[CH:7]=[CH:6][CH:5]=[CH:4][CH:3]=2)[N:21]2[CH2:20][CH2:19][N:18]([C:24]([O:26][C:27]([CH3:30])([CH3:29])[CH3:28])=[O:25])[CH2:23][CH2:22]2)[C:13]2[CH:14]=[CH:15][CH:16]=[CH:17][C:12]=2[N:11]=[N:10]1. Given the reactants [CH:1](=O)[C:2]1[CH:7]=[CH:6][CH:5]=[CH:4][CH:3]=1.[NH:9]1[C:13]2[CH:14]=[CH:15][CH:16]=[CH:17][C:12]=2[N:11]=[N:10]1.[N:18]1([C:24]([O:26][C:27]([CH3:30])([CH3:29])[CH3:28])=[O:25])[CH2:23][CH2:22][NH:21][CH2:20][CH2:19]1.O, predict the reaction product. (3) The product is: [Cl:1][C:2]1[N:7]=[C:6]([N:34]2[CH2:33][C:29]3[C:28](=[N:27][CH:32]=[CH:31][CH:30]=3)[CH2:35]2)[C:5]2=[C:9]([C:12]3[CH:17]=[CH:16][CH:15]=[CH:14][CH:13]=3)[CH:10]=[CH:11][N:4]2[N:3]=1. Given the reactants [Cl:1][C:2]1[N:7]=[C:6](Cl)[C:5]2=[C:9]([C:12]3[CH:17]=[CH:16][CH:15]=[CH:14][CH:13]=3)[CH:10]=[CH:11][N:4]2[N:3]=1.CCN(C(C)C)C(C)C.[N:27]1[CH:32]=[CH:31][CH:30]=[C:29]2[CH2:33][NH:34][CH2:35][C:28]=12, predict the reaction product.